From a dataset of NCI-60 drug combinations with 297,098 pairs across 59 cell lines. Regression. Given two drug SMILES strings and cell line genomic features, predict the synergy score measuring deviation from expected non-interaction effect. (1) Drug 1: C1C(C(OC1N2C=C(C(=O)NC2=O)F)CO)O. Drug 2: CCC1(CC2CC(C3=C(CCN(C2)C1)C4=CC=CC=C4N3)(C5=C(C=C6C(=C5)C78CCN9C7C(C=CC9)(C(C(C8N6C=O)(C(=O)OC)O)OC(=O)C)CC)OC)C(=O)OC)O.OS(=O)(=O)O. Cell line: LOX IMVI. Synergy scores: CSS=51.4, Synergy_ZIP=4.92, Synergy_Bliss=5.37, Synergy_Loewe=-6.16, Synergy_HSA=6.41. (2) Drug 1: CN(C)N=NC1=C(NC=N1)C(=O)N. Drug 2: C1=NC2=C(N1)C(=S)N=C(N2)N. Cell line: HCT116. Synergy scores: CSS=28.2, Synergy_ZIP=-4.37, Synergy_Bliss=-8.50, Synergy_Loewe=-21.5, Synergy_HSA=-6.64.